From a dataset of Reaction yield outcomes from USPTO patents with 853,638 reactions. Predict the reaction yield, written as a fraction of the theoretical maximum amount of product (1.0 means a 100% yield; for example, 0.34 means a 34% yield). (1) The reactants are [N:1]([CH2:4][CH2:5][O:6][CH2:7][CH2:8][O:9][CH2:10][CH2:11][O:12][CH2:13][CH2:14][NH2:15])=[N+:2]=[N-:3].[C:16]1(=[O:23])[O:22][C:20](=[O:21])[CH2:19][O:18][CH2:17]1.O.C(#N)C. The catalyst is ClCCl. The product is [N:1]([CH2:4][CH2:5][O:6][CH2:7][CH2:8][O:9][CH2:10][CH2:11][O:12][CH2:13][CH2:14][NH:15][C:20](=[O:21])[CH2:19][O:18][CH2:17][C:16]([OH:23])=[O:22])=[N+:2]=[N-:3]. The yield is 1.00. (2) The reactants are [S:1]1[CH:5]=[CH:4][CH:3]=[C:2]1[CH2:6][C:7]([NH:9][C:10]1[CH:15]=[CH:14][CH:13]=[C:12]([C:16]2[C:24]([C:25]3[CH:30]=[CH:29][N:28]=[C:27]([NH:31][C:32]4[CH:41]=C5C(CCCN5C(=O)C(F)(F)F)=[CH:34][CH:33]=4)[N:26]=3)=[C:19]3[CH:20]=[CH:21][CH:22]=[CH:23][N:18]3[N:17]=2)[CH:11]=1)=[O:8].[Li+].[OH-]. The catalyst is CO. The product is [CH2:19]1[C:20]2[C:21](=[CH:34][CH:33]=[C:32]([NH:31][C:27]3[N:26]=[C:25]([C:24]4[C:16]([C:12]5[CH:11]=[C:10]([NH:9][C:7](=[O:8])[CH2:6][C:2]6[S:1][CH:5]=[CH:4][CH:3]=6)[CH:15]=[CH:14][CH:13]=5)=[N:17][N:18]5[CH:23]=[CH:22][CH:21]=[CH:20][C:19]=45)[CH:30]=[CH:29][N:28]=3)[CH:41]=2)[CH2:22][CH2:23][NH:18]1. The yield is 0.420.